Predict the product of the given reaction. From a dataset of Forward reaction prediction with 1.9M reactions from USPTO patents (1976-2016). (1) Given the reactants [Cl:1][CH2:2][CH2:3][CH2:4][C:5]([C:7]1[C:15]2[C:10](=[CH:11][CH:12]=[C:13]([C:16]#[N:17])[CH:14]=2)[NH:9][CH:8]=1)=O.[BH4-].[Na+].B(F)(F)F.CCOCC, predict the reaction product. The product is: [Cl:1][CH2:2][CH2:3][CH2:4][CH2:5][C:7]1[C:15]2[C:10](=[CH:11][CH:12]=[C:13]([C:16]#[N:17])[CH:14]=2)[NH:9][CH:8]=1. (2) Given the reactants C(OC(N[C@@H](C(C)C)C(O)=O)=O)(C)(C)C.C(OC(NC(C(C)(C)C)C(O)=O)=O)(C)(C)C.[NH2:32][C@@H:33]1[C:41]2[C:36](=[CH:37][CH:38]=[CH:39][CH:40]=2)[CH2:35][C@@H:34]1[OH:42].C(OC(=O)NC(C(=O)NC1C2C(=CC=CC=2)CC1O)C(C)(C)C)(C)(C)C.ClNC(=O)[O-].C([O:76][C:77]([C:79]1([NH:84][C:85]([CH:87]2[CH2:91][CH:90]([O:92][C:93]3[C:102]4[C:97](=[CH:98][C:99]([O:103][CH3:104])=[CH:100][CH:101]=4)[N:96]=[C:95]([C:105]4[CH:110]=[CH:109][CH:108]=[CH:107][CH:106]=4)[CH:94]=3)[CH2:89][N:88]2[C:111](=[O:131])[NH:112][CH:113]([C:118](=[O:130])NC2C3C(=CC=CC=3)CC2O)[C:114](C)([CH3:116])[CH3:115])=[O:86])[CH2:81][CH:80]1[CH:82]=[CH2:83])=[O:78])C, predict the reaction product. The product is: [OH:42][C@H:34]1[CH2:35][C:36]2[C:41](=[CH:40][CH:39]=[CH:38][CH:37]=2)[C@H:33]1[NH:32][C:118]([C@@H:113]([NH:112][C:111]([N:88]1[CH2:89][C@H:90]([O:92][C:93]2[C:102]3[C:97](=[CH:98][C:99]([O:103][CH3:104])=[CH:100][CH:101]=3)[N:96]=[C:95]([C:105]3[CH:106]=[CH:107][CH:108]=[CH:109][CH:110]=3)[CH:94]=2)[CH2:91][C@H:87]1[C:85]([NH:84][C@:79]1([C:77]([OH:78])=[O:76])[CH2:81][C@H:80]1[CH:82]=[CH2:83])=[O:86])=[O:131])[CH:114]([CH3:116])[CH3:115])=[O:130].